Task: Regression. Given two drug SMILES strings and cell line genomic features, predict the synergy score measuring deviation from expected non-interaction effect.. Dataset: NCI-60 drug combinations with 297,098 pairs across 59 cell lines (1) Drug 1: CCC1(CC2CC(C3=C(CCN(C2)C1)C4=CC=CC=C4N3)(C5=C(C=C6C(=C5)C78CCN9C7C(C=CC9)(C(C(C8N6C)(C(=O)OC)O)OC(=O)C)CC)OC)C(=O)OC)O.OS(=O)(=O)O. Drug 2: CC(C)(C#N)C1=CC(=CC(=C1)CN2C=NC=N2)C(C)(C)C#N. Cell line: K-562. Synergy scores: CSS=2.41, Synergy_ZIP=5.97, Synergy_Bliss=14.9, Synergy_Loewe=-8.66, Synergy_HSA=-0.277. (2) Drug 1: CN(C(=O)NC(C=O)C(C(C(CO)O)O)O)N=O. Drug 2: COCCOC1=C(C=C2C(=C1)C(=NC=N2)NC3=CC=CC(=C3)C#C)OCCOC.Cl. Cell line: SNB-75. Synergy scores: CSS=3.31, Synergy_ZIP=0.175, Synergy_Bliss=2.47, Synergy_Loewe=-1.49, Synergy_HSA=0.727.